This data is from Peptide-MHC class I binding affinity with 185,985 pairs from IEDB/IMGT. The task is: Regression. Given a peptide amino acid sequence and an MHC pseudo amino acid sequence, predict their binding affinity value. This is MHC class I binding data. (1) The peptide sequence is HSDTHGLYW. The MHC is HLA-A80:01 with pseudo-sequence HLA-A80:01. The binding affinity (normalized) is 0.213. (2) The peptide sequence is TEMYIMYAM. The MHC is HLA-B45:06 with pseudo-sequence YHTKYREIYAQTDESNLYWRYNLYTWAVDAYLSY. The binding affinity (normalized) is 0.213. (3) The peptide sequence is SWKQSKMWR. The MHC is HLA-B58:01 with pseudo-sequence HLA-B58:01. The binding affinity (normalized) is 0.253. (4) The peptide sequence is QYSDRRWCF. The MHC is HLA-A24:03 with pseudo-sequence HLA-A24:03. The binding affinity (normalized) is 0.787. (5) The binding affinity (normalized) is 0.0847. The MHC is HLA-B27:05 with pseudo-sequence HLA-B27:05. The peptide sequence is MQLQLNCAY. (6) The peptide sequence is YFTFGDTALY. The MHC is HLA-A11:01 with pseudo-sequence HLA-A11:01. The binding affinity (normalized) is 0.190. (7) The peptide sequence is ALYRRIQRR. The MHC is HLA-A02:01 with pseudo-sequence HLA-A02:01. The binding affinity (normalized) is 0.